The task is: Predict the reactants needed to synthesize the given product.. This data is from Full USPTO retrosynthesis dataset with 1.9M reactions from patents (1976-2016). (1) The reactants are: [CH2:1]([O:8][CH2:9][CH2:10][CH2:11][CH2:12][C:13]([O:15]C)=O)[C:2]1[CH:7]=[CH:6][CH:5]=[CH:4][CH:3]=1.[NH2:17][NH2:18]. Given the product [CH2:1]([O:8][CH2:9][CH2:10][CH2:11][CH2:12][C:13]([NH:17][NH2:18])=[O:15])[C:2]1[CH:7]=[CH:6][CH:5]=[CH:4][CH:3]=1, predict the reactants needed to synthesize it. (2) Given the product [Br:1][C:2]1[CH:3]=[CH:4][C:5]([C:8]2[C:17](=[O:18])[C:16]3[C:11](=[C:12]([CH:33]=[O:35])[C:13]([OH:20])=[C:14]([Cl:19])[CH:15]=3)[O:10][CH:9]=2)=[CH:6][CH:7]=1, predict the reactants needed to synthesize it. The reactants are: [Br:1][C:2]1[CH:7]=[CH:6][C:5]([C:8]2[C:17](=[O:18])[C:16]3[C:11](=[CH:12][C:13]([OH:20])=[C:14]([Cl:19])[CH:15]=3)[O:10][CH:9]=2)=[CH:4][CH:3]=1.C1N2CN3CN(C2)CN1C3.Cl.O.[C:33](O)(=[O:35])C. (3) Given the product [CH2:1]([C:16]1([OH:19])[CH2:17][CH2:18][C:13]2([O:20][CH2:10][CH2:11][O:12]2)[CH2:14][CH2:15]1)[C:2]1[CH:7]=[CH:6][CH:5]=[CH:4][CH:3]=1, predict the reactants needed to synthesize it. The reactants are: [CH2:1]([Mg]Cl)[C:2]1[CH:7]=[CH:6][CH:5]=[CH:4][CH:3]=1.[CH2:10]1[O:20][C:13]2([CH2:18][CH2:17][C:16](=[O:19])[CH2:15][CH2:14]2)[O:12][CH2:11]1. (4) Given the product [CH3:8][C@H:5]1[CH2:4][N:3]([C:9]2[CH:10]=[CH:11][C:12]([O:15][CH2:16][CH2:17][CH2:18][N:19]3[CH2:24][CH2:23][CH2:22][CH2:21][CH2:20]3)=[CH:13][CH:14]=2)[C@H:2]([CH3:1])[CH2:7][N:6]1[C:31]([C:30]1[CH:34]=[CH:35][C:27]([C:25]#[N:26])=[CH:28][CH:29]=1)=[O:32], predict the reactants needed to synthesize it. The reactants are: [CH3:1][C@@H:2]1[CH2:7][NH:6][C@@H:5]([CH3:8])[CH2:4][N:3]1[C:9]1[CH:14]=[CH:13][C:12]([O:15][CH2:16][CH2:17][CH2:18][N:19]2[CH2:24][CH2:23][CH2:22][CH2:21][CH2:20]2)=[CH:11][CH:10]=1.[C:25]([C:27]1[CH:35]=[CH:34][C:30]([C:31](O)=[O:32])=[CH:29][CH:28]=1)#[N:26].